From a dataset of Reaction yield outcomes from USPTO patents with 853,638 reactions. Predict the reaction yield, written as a fraction of the theoretical maximum amount of product (1.0 means a 100% yield; for example, 0.34 means a 34% yield). (1) The reactants are [H-].[Na+].[CH3:3][C:4]1[CH:5]=[C:6]([OH:19])[CH:7]=[CH:8][C:9]=1[CH2:10][CH2:11][CH2:12][CH2:13][N:14]1[CH:18]=[CH:17][N:16]=[N:15]1.Cl[CH2:21][C:22]1[CH:23]=[CH:24][C:25]([C:28]2[CH:33]=[CH:32][C:31]([O:34][C:35]([F:38])([F:37])[F:36])=[CH:30][CH:29]=2)=[N:26][CH:27]=1.O. The catalyst is CN(C)C=O. The product is [CH3:3][C:4]1[CH:5]=[C:6]([CH:7]=[CH:8][C:9]=1[CH2:10][CH2:11][CH2:12][CH2:13][N:14]1[CH:18]=[CH:17][N:16]=[N:15]1)[O:19][CH2:21][C:22]1[CH:23]=[CH:24][C:25]([C:28]2[CH:33]=[CH:32][C:31]([O:34][C:35]([F:38])([F:36])[F:37])=[CH:30][CH:29]=2)=[N:26][CH:27]=1. The yield is 0.560. (2) The reactants are CS(O[CH:6]1[CH2:11][CH2:10][N:9]([C:12]([O:14][C:15]([CH3:18])([CH3:17])[CH3:16])=[O:13])[CH2:8][CH2:7]1)(=O)=O.[Br:19][C:20]1[CH:24]=[CH:23][NH:22][N:21]=1.C(=O)([O-])[O-].[Cs+].[Cs+].C(OCC)(=O)C. The catalyst is CN(C=O)C. The product is [Br:19][C:20]1[CH:24]=[CH:23][N:22]([CH:6]2[CH2:11][CH2:10][N:9]([C:12]([O:14][C:15]([CH3:18])([CH3:17])[CH3:16])=[O:13])[CH2:8][CH2:7]2)[N:21]=1. The yield is 0.250.